Dataset: Reaction yield outcomes from USPTO patents with 853,638 reactions. Task: Predict the reaction yield, written as a fraction of the theoretical maximum amount of product (1.0 means a 100% yield; for example, 0.34 means a 34% yield). (1) The reactants are [F:1][C:2]1[CH:3]=[C:4]2[C:9](=[CH:10][CH:11]=1)[N:8]=[C:7]([CH3:12])[CH:6]=[CH:5]2.[OH-].[Na+].C=O.C[CH2:18][OH:19]. The catalyst is O. The product is [F:1][C:2]1[CH:3]=[C:4]2[C:9](=[CH:10][CH:11]=1)[N:8]=[C:7]([CH2:12][CH2:18][OH:19])[CH:6]=[CH:5]2. The yield is 0.303. (2) The reactants are C([O:4][CH2:5][C:6]1[C:7]([N:38]2[CH2:51][CH2:50][N:41]3[C:42]4[CH2:43][CH2:44][CH2:45][CH2:46][C:47]=4[C:48]([F:49])=[C:40]3[C:39]2=[O:52])=[N:8][CH:9]=[CH:10][C:11]=1[C:12]1[CH:17]=[C:16]([NH:18][C:19]2[CH:24]=[CH:23][C:22]([N:25]3[CH2:30][CH2:29][N:28]([CH:31]4[CH2:34][O:33][CH2:32]4)[CH2:27][C@@H:26]3[CH3:35])=[CH:21][N:20]=2)[C:15](=[O:36])[N:14]([CH3:37])[N:13]=1)(=O)C.[OH-].[Li+]. The catalyst is C(O)(C)C.C1COCC1.O. The product is [F:49][C:48]1[C:47]2[CH2:46][CH2:45][CH2:44][CH2:43][C:42]=2[N:41]2[CH2:50][CH2:51][N:38]([C:7]3[C:6]([CH2:5][OH:4])=[C:11]([C:12]4[CH:17]=[C:16]([NH:18][C:19]5[CH:24]=[CH:23][C:22]([N:25]6[CH2:30][CH2:29][N:28]([CH:31]7[CH2:34][O:33][CH2:32]7)[CH2:27][C@@H:26]6[CH3:35])=[CH:21][N:20]=5)[C:15](=[O:36])[N:14]([CH3:37])[N:13]=4)[CH:10]=[CH:9][N:8]=3)[C:39](=[O:52])[C:40]=12. The yield is 0.590. (3) The reactants are [C:1]1(=[O:21])[N:5]([CH2:6][CH2:7][C:8]2[C:9](=[O:15])[NH:10][C:11](=[O:14])[NH:12][CH:13]=2)[C:4](=[O:16])[C:3]2=[CH:17][CH:18]=[CH:19][CH:20]=[C:2]12.[C:22]([O:30][C@H:31]([C@@H:34]([C@@H:44]([CH2:54][O:55][C:56](=[O:63])[C:57]1[CH:62]=[CH:61][CH:60]=[CH:59][CH:58]=1)[O:45][C:46](=[O:53])[C:47]1[CH:52]=[CH:51][CH:50]=[CH:49][CH:48]=1)[O:35][C:36](=[O:43])[C:37]1[CH:42]=[CH:41][CH:40]=[CH:39][CH:38]=1)C=O)(=O)C1C=CC=CC=1.[Pb].[Ar].[Si](OS(C(F)(F)F)(=O)=O)(C)(C)C. The catalyst is C(#N)C.CCOCC.CCOC(C)=O.CCOC(C)=O.CCCCCCC. The product is [C:36]([O:35][C@@H:34]1[C@H:44]([O:45][C:46](=[O:53])[C:47]2[CH:52]=[CH:51][CH:50]=[CH:49][CH:48]=2)[C@H:54]([O:55][C:56](=[O:63])[C:57]2[CH:62]=[CH:61][CH:60]=[CH:59][CH:58]=2)[CH2:22][O:30][C@H:31]1[N:12]1[CH:13]=[C:8]([CH2:7][CH2:6][N:5]2[C:4](=[O:16])[C:3]3=[CH:17][CH:18]=[CH:19][CH:20]=[C:2]3[C:1]2=[O:21])[C:9](=[O:15])[NH:10][C:11]1=[O:14])(=[O:43])[C:37]1[CH:42]=[CH:41][CH:40]=[CH:39][CH:38]=1. The yield is 0.860.